Dataset: Forward reaction prediction with 1.9M reactions from USPTO patents (1976-2016). Task: Predict the product of the given reaction. (1) Given the reactants [CH2:1]([O:3][C:4](=[O:25])[CH2:5][C:6]1[C:7]([CH3:24])=[C:8]([S:16][C:17]2[CH:22]=[CH:21][C:20](Br)=[CH:19][CH:18]=2)[N:9]2[C:14]=1[CH:13]=[CH:12][C:11]([F:15])=[CH:10]2)[CH3:2].[N:26]1[CH:31]=[C:30](B(O)O)[CH:29]=[N:28][CH:27]=1.C(=O)([O-])[O-].[Cs+].[Cs+], predict the reaction product. The product is: [CH2:1]([O:3][C:4](=[O:25])[CH2:5][C:6]1[C:7]([CH3:24])=[C:8]([S:16][C:17]2[CH:22]=[CH:21][C:20]([C:30]3[CH:31]=[N:26][CH:27]=[N:28][CH:29]=3)=[CH:19][CH:18]=2)[N:9]2[C:14]=1[CH:13]=[CH:12][C:11]([F:15])=[CH:10]2)[CH3:2]. (2) Given the reactants [CH3:1][N:2]1[CH2:7][CH2:6][N:5]([C:8]2[N:13]3[C:14]([C:30]#[N:31])=[C:15]([CH2:17][N:18]([CH3:29])[C@@H:19]4[C:28]5[N:27]=[CH:26][CH:25]=[CH:24][C:23]=5[CH2:22][CH2:21][CH2:20]4)[N:16]=[C:12]3[CH:11]=[CH:10][CH:9]=2)[CH2:4][CH2:3]1.S(=O)(=O)(O)[OH:33], predict the reaction product. The product is: [CH3:1][N:2]1[CH2:7][CH2:6][N:5]([C:8]2[N:13]3[C:14]([C:30]([NH2:31])=[O:33])=[C:15]([CH2:17][N:18]([CH3:29])[C@@H:19]4[C:28]5[N:27]=[CH:26][CH:25]=[CH:24][C:23]=5[CH2:22][CH2:21][CH2:20]4)[N:16]=[C:12]3[CH:11]=[CH:10][CH:9]=2)[CH2:4][CH2:3]1. (3) Given the reactants [F:1][C:2]1[CH:3]=[CH:4][C:5]([O:20][CH3:21])=[C:6]([C:8]([CH3:19])([CH3:18])[CH2:9][C:10]([OH:17])([C:13]([F:16])([F:15])[F:14])[CH:11]=O)[CH:7]=1.[CH3:22][N:23]1[C:31]2[C:26](=[C:27]([NH2:32])[CH:28]=[CH:29][CH:30]=2)[CH:25]=[N:24]1, predict the reaction product. The product is: [F:1][C:2]1[CH:3]=[CH:4][C:5]([O:20][CH3:21])=[C:6]([C:8]([CH3:18])([CH3:19])[CH2:9][C:10]([C:13]([F:16])([F:15])[F:14])([OH:17])[CH:11]=[N:32][C:27]2[CH:28]=[CH:29][CH:30]=[C:31]3[C:26]=2[CH:25]=[N:24][N:23]3[CH3:22])[CH:7]=1. (4) Given the reactants CO[CH:3](OC)[N:4]([CH3:6])C.[Cl:9][C:10]1[CH:11]=[C:12]([C@@H:17]2[O:23][CH2:22][CH2:21][N:20]([C:24]([O:26][C:27]([CH3:30])([CH3:29])[CH3:28])=[O:25])[CH2:19][C@H:18]2[CH2:31][C:32](=O)[CH2:33][C:34]([O:36][CH2:37][CH3:38])=[O:35])[CH:13]=[CH:14][C:15]=1[Cl:16].C[NH:41]N, predict the reaction product. The product is: [Cl:9][C:10]1[CH:11]=[C:12]([C@@H:17]2[O:23][CH2:22][CH2:21][N:20]([C:24]([O:26][C:27]([CH3:28])([CH3:30])[CH3:29])=[O:25])[CH2:19][C@H:18]2[CH2:31][C:32]2[C:33]([C:34]([O:36][CH2:37][CH3:38])=[O:35])=[CH:3][N:4]([CH3:6])[N:41]=2)[CH:13]=[CH:14][C:15]=1[Cl:16]. (5) Given the reactants [CH2:1]([N:8]1[C@@H:13]2[C@H:14]([C:16]([NH2:18])=[O:17])[CH2:15][C@@:9]1([C:35]1[CH:40]=[CH:39][CH:38]=[CH:37][CH:36]=1)[C@H:10]([O:19][CH2:20][C:21]1[CH:26]=[C:25]([C:27]([F:30])([F:29])[F:28])[CH:24]=[C:23]([C:31]([F:34])([F:33])[F:32])[CH:22]=1)[CH2:11][CH2:12]2)[C:2]1[CH:7]=[CH:6][CH:5]=[CH:4][CH:3]=1.Cl[CH2:42][C:43](=O)[CH3:44].CN(C)C=O, predict the reaction product. The product is: [CH2:1]([N:8]1[C@@H:13]2[C@H:14]([C:16]3[O:17][CH:42]=[C:43]([CH3:44])[N:18]=3)[CH2:15][C@@:9]1([C:35]1[CH:40]=[CH:39][CH:38]=[CH:37][CH:36]=1)[C@H:10]([O:19][CH2:20][C:21]1[CH:22]=[C:23]([C:31]([F:32])([F:33])[F:34])[CH:24]=[C:25]([C:27]([F:29])([F:30])[F:28])[CH:26]=1)[CH2:11][CH2:12]2)[C:2]1[CH:7]=[CH:6][CH:5]=[CH:4][CH:3]=1.